From a dataset of Full USPTO retrosynthesis dataset with 1.9M reactions from patents (1976-2016). Predict the reactants needed to synthesize the given product. (1) Given the product [O:12]=[C:9]1[C:10]2[C:5](=[CH:4][C:3]([N:22]3[CH2:23][CH2:24][N:25]([C:28]4[CH:33]=[CH:32][CH:31]=[CH:30][C:29]=4[CH3:34])[CH2:26][CH2:27]3)=[C:2]([NH:1][C:81]([C:79]3[N:80]=[C:76]([CH:73]4[CH2:75][CH2:74]4)[O:77][CH:78]=3)=[O:82])[CH:11]=2)[CH2:6][CH2:7][N:8]1[CH2:13][CH2:14][CH2:15][N:16]1[CH2:20][CH2:19][CH2:18][C:17]1=[O:21], predict the reactants needed to synthesize it. The reactants are: [NH2:1][C:2]1[CH:11]=[C:10]2[C:5]([CH2:6][CH2:7][N:8]([CH2:13][CH2:14][CH2:15][N:16]3[CH2:20][CH2:19][CH2:18][C:17]3=[O:21])[C:9]2=[O:12])=[CH:4][C:3]=1[N:22]1[CH2:27][CH2:26][N:25]([C:28]2[CH:33]=[CH:32][CH:31]=[CH:30][C:29]=2[CH3:34])[CH2:24][CH2:23]1.CN(C)C=O.CN(C(ON1N=NC2C=CC=NC1=2)=[N+](C)C)C.F[P-](F)(F)(F)(F)F.C(N(CC)C(C)C)(C)C.[CH:73]1([C:76]2[O:77][CH:78]=[C:79]([C:81](O)=[O:82])[N:80]=2)[CH2:75][CH2:74]1. (2) Given the product [OH:1][CH2:2][C:3]([CH3:28])([CH3:27])[CH2:4][NH:5][C:6]([C:8]1[C:16]2[C:11](=[N:12][CH:13]=[C:14]([CH:17]=[CH2:18])[N:15]=2)[NH:10][CH:9]=1)=[O:7], predict the reactants needed to synthesize it. The reactants are: [OH:1][CH2:2][C:3]([CH3:28])([CH3:27])[CH2:4][NH:5][C:6]([C:8]1[C:16]2[C:11](=[N:12][CH:13]=[C:14]([CH:17]=[CH2:18])[N:15]=2)[N:10](COCC[Si](C)(C)C)[CH:9]=1)=[O:7].OC(C)(C)[C@H](NC(C1C2C(=NC=C(C3C=NN(CC)C=3)N=2)N(COCC[Si](C)(C)C)C=1)=O)C.